Predict the reactants needed to synthesize the given product. From a dataset of Retrosynthesis with 50K atom-mapped reactions and 10 reaction types from USPTO. (1) Given the product O=S1(=O)CCN2C(=N1)C1(c3ccc(Oc4ccc5c(c4)OC(F)(F)O5)cc3)CCC2CC1, predict the reactants needed to synthesize it. The reactants are: FC1(F)Oc2ccc(Br)cc2O1.O=S1(=O)CCN2C(=N1)C1(c3ccc(O)cc3)CCC2CC1. (2) Given the product COc1cc(Br)ccc1C(=O)NNC(=O)CNC(C)=O, predict the reactants needed to synthesize it. The reactants are: CC(=O)NCC(=O)O.COc1cc(Br)ccc1C(=O)NN. (3) Given the product CC[C@H](NC(=O)c1c(CN2CCC(N3CCCCC3)CC2)c(-c2ccccc2)nc2cc(OCC(=O)O)ccc12)c1ccccc1, predict the reactants needed to synthesize it. The reactants are: CCOC(=O)COc1ccc2c(C(=O)N[C@@H](CC)c3ccccc3)c(CN3CCC(N4CCCCC4)CC3)c(-c3ccccc3)nc2c1. (4) Given the product COc1ccc(-c2nc(C=O)cn2-c2ccc(OC)cc2)cc1, predict the reactants needed to synthesize it. The reactants are: COc1ccc(-c2nc(CO)cn2-c2ccc(OC)cc2)cc1.